The task is: Predict the product of the given reaction.. This data is from Forward reaction prediction with 1.9M reactions from USPTO patents (1976-2016). (1) Given the reactants [Br:1][C:2]1[C:10]2[O:9][CH2:8][C:7]([CH3:12])([CH3:11])[C:6]=2[CH:5]=[C:4]([CH:13]=[O:14])[CH:3]=1.[O-:15][Mn](=O)(=O)=O.[K+], predict the reaction product. The product is: [Br:1][C:2]1[C:10]2[O:9][CH2:8][C:7]([CH3:11])([CH3:12])[C:6]=2[CH:5]=[C:4]([C:13]([OH:15])=[O:14])[CH:3]=1. (2) Given the reactants [OH:1][C:2]1[CH:3]=[C:4]([C:8](=[O:10])[CH3:9])[CH:5]=[CH:6][CH:7]=1.C(=O)([O-])[O-].[Na+].[Na+].[C:17](OC=C)(=O)[CH3:18], predict the reaction product. The product is: [CH:17]([O:1][C:2]1[CH:3]=[C:4]([C:8](=[O:10])[CH3:9])[CH:5]=[CH:6][CH:7]=1)=[CH2:18]. (3) Given the reactants [N:1]1[CH:2]=[C:3]([S:10][C:11]2[CH:20]=[CH:19][C:14]3[N:15]=[C:16]([NH2:18])[S:17][C:13]=3[CH:12]=2)[N:4]2[CH:9]=[CH:8][CH:7]=[N:6][C:5]=12.Cl.[N:22]1([CH2:27][CH2:28][C:29](O)=[O:30])[CH2:26][CH2:25][CH2:24][CH2:23]1.Cl.CN(C)CCCN=C=NCC.N1C=CC=CC=1, predict the reaction product. The product is: [N:1]1[CH:2]=[C:3]([S:10][C:11]2[CH:20]=[CH:19][C:14]3[N:15]=[C:16]([NH:18][C:29](=[O:30])[CH2:28][CH2:27][N:22]4[CH2:26][CH2:25][CH2:24][CH2:23]4)[S:17][C:13]=3[CH:12]=2)[N:4]2[CH:9]=[CH:8][CH:7]=[N:6][C:5]=12. (4) Given the reactants [CH3:1][O:2][C:3]1[CH:12]=[C:11]2[C:6]([CH:7]=[CH:8][N:9]=[C:10]2OC2C=CC=CC=2)=[CH:5][C:4]=1[C:20]([N:22]1[CH2:26][CH2:25][CH2:24][CH2:23]1)=[O:21].[NH2:27][CH2:28][C:29]1[CH:30]=[C:31]([CH:34]=[CH:35][C:36]=1[O:37][CH2:38][C:39]1[CH:44]=[CH:43][CH:42]=[CH:41][CH:40]=1)[C:32]#[N:33], predict the reaction product. The product is: [CH2:38]([O:37][C:36]1[CH:35]=[CH:34][C:31]([C:32]#[N:33])=[CH:30][C:29]=1[CH2:28][NH:27][C:10]1[C:11]2[C:6](=[CH:5][C:4]([C:20]([N:22]3[CH2:26][CH2:25][CH2:24][CH2:23]3)=[O:21])=[C:3]([O:2][CH3:1])[CH:12]=2)[CH:7]=[CH:8][N:9]=1)[C:39]1[CH:40]=[CH:41][CH:42]=[CH:43][CH:44]=1.